This data is from NCI-60 drug combinations with 297,098 pairs across 59 cell lines. The task is: Regression. Given two drug SMILES strings and cell line genomic features, predict the synergy score measuring deviation from expected non-interaction effect. (1) Drug 1: CC1=C2C(C(=O)C3(C(CC4C(C3C(C(C2(C)C)(CC1OC(=O)C(C(C5=CC=CC=C5)NC(=O)OC(C)(C)C)O)O)OC(=O)C6=CC=CC=C6)(CO4)OC(=O)C)O)C)O. Drug 2: C1=NC(=NC(=O)N1C2C(C(C(O2)CO)O)O)N. Cell line: M14. Synergy scores: CSS=28.7, Synergy_ZIP=0.0766, Synergy_Bliss=0.386, Synergy_Loewe=-4.46, Synergy_HSA=-2.20. (2) Drug 1: CC1=C(C(=CC=C1)Cl)NC(=O)C2=CN=C(S2)NC3=CC(=NC(=N3)C)N4CCN(CC4)CCO. Drug 2: CS(=O)(=O)OCCCCOS(=O)(=O)C. Cell line: CCRF-CEM. Synergy scores: CSS=29.0, Synergy_ZIP=-8.18, Synergy_Bliss=-1.08, Synergy_Loewe=2.83, Synergy_HSA=2.00. (3) Drug 1: COC1=CC(=CC(=C1O)OC)C2C3C(COC3=O)C(C4=CC5=C(C=C24)OCO5)OC6C(C(C7C(O6)COC(O7)C8=CC=CS8)O)O. Drug 2: CC1=CC2C(CCC3(C2CCC3(C(=O)C)OC(=O)C)C)C4(C1=CC(=O)CC4)C. Cell line: PC-3. Synergy scores: CSS=23.8, Synergy_ZIP=-0.0584, Synergy_Bliss=4.00, Synergy_Loewe=-44.8, Synergy_HSA=1.11.